This data is from Forward reaction prediction with 1.9M reactions from USPTO patents (1976-2016). The task is: Predict the product of the given reaction. (1) Given the reactants [CH:1]([NH:4][CH2:5][C:6]1[CH:22]=[CH:21][CH:20]=[CH:19][C:7]=1[O:8][CH2:9][CH2:10][CH2:11][CH2:12][CH2:13][C:14]([O:16][CH2:17][CH3:18])=[O:15])([CH3:3])[CH3:2].[Br:23][C:24]1[CH:32]=[CH:31][C:27]([C:28](O)=[O:29])=[CH:26][CH:25]=1.CN(C(ON1N=NC2C=CC=CC1=2)=[N+](C)C)C.F[P-](F)(F)(F)(F)F.C(N(CC)CC)C, predict the reaction product. The product is: [Br:23][C:24]1[CH:32]=[CH:31][C:27]([C:28]([N:4]([CH2:5][C:6]2[CH:22]=[CH:21][CH:20]=[CH:19][C:7]=2[O:8][CH2:9][CH2:10][CH2:11][CH2:12][CH2:13][C:14]([O:16][CH2:17][CH3:18])=[O:15])[CH:1]([CH3:2])[CH3:3])=[O:29])=[CH:26][CH:25]=1. (2) Given the reactants C(OC(N[C@@H:9]([CH2:13][CH2:14][CH2:15][N:16]1[C:24](=[O:25])[C:23]2[C:18](=[CH:19][CH:20]=[CH:21][CH:22]=2)[C:17]1=[O:26])[C:10]([OH:12])=[O:11])=O)(C)(C)C.FC(F)(F)C(O)=[O:30], predict the reaction product. The product is: [O:26]=[C:17]1[C:18]2[C:23](=[CH:22][CH:21]=[CH:20][CH:19]=2)[C:24](=[O:25])[N:16]1[CH2:15][CH2:14][CH2:13][C@H:9]([OH:30])[C:10]([OH:12])=[O:11]. (3) Given the reactants Cl([O-])(=O)(=O)=O.[Na+].[OH:7][C:8]1[CH:16]=[CH:15][C:11]([C:12]([OH:14])=[O:13])=[CH:10][CH:9]=1.[OH-].[Na+].[I-:19].[Na+].S([O-])([O-])(=O)=S.[Na+].[Na+].Cl, predict the reaction product. The product is: [I:19][C:9]1[CH:10]=[C:11]([CH:15]=[CH:16][C:8]=1[OH:7])[C:12]([OH:14])=[O:13]. (4) Given the reactants O.[OH-].[Li+].C[O:5][C:6](=[O:30])[CH2:7][CH2:8][N:9]1[C:13]2[CH:14]=[CH:15][CH:16]=[CH:17][C:12]=2[N:11]([CH2:18][C:19]2[C:20]3[C:27]([CH3:28])=[CH:26][CH:25]=[CH:24][C:21]=3[S:22][CH:23]=2)[C:10]1=[O:29].Cl, predict the reaction product. The product is: [CH3:28][C:27]1[C:20]2[C:19]([CH2:18][N:11]3[C:12]4[CH:17]=[CH:16][CH:15]=[CH:14][C:13]=4[N:9]([CH2:8][CH2:7][C:6]([OH:30])=[O:5])[C:10]3=[O:29])=[CH:23][S:22][C:21]=2[CH:24]=[CH:25][CH:26]=1.